From a dataset of Forward reaction prediction with 1.9M reactions from USPTO patents (1976-2016). Predict the product of the given reaction. Given the reactants [F:1][C:2]1[CH:3]=[CH:4][CH:5]=[C:6]2[C:10]=1[NH:9][C:8]([C:11]([OH:13])=O)=[CH:7]2.[CH2:14](N1CCCCC1)[C:15]1[CH:20]=[CH:19][CH:18]=[CH:17][CH:16]=1.CN(C(ON1N=N[C:37]2[CH:38]=[CH:39][CH:40]=[N:41][C:36]1=2)=[N+](C)C)C.F[P-](F)(F)(F)(F)F, predict the reaction product. The product is: [CH2:14]([CH:38]1[CH2:37][CH2:36][N:41]([C:11]([C:8]2[NH:9][C:10]3[C:6]([CH:7]=2)=[CH:5][CH:4]=[CH:3][C:2]=3[F:1])=[O:13])[CH2:40][CH2:39]1)[C:15]1[CH:16]=[CH:17][CH:18]=[CH:19][CH:20]=1.